This data is from NCI-60 drug combinations with 297,098 pairs across 59 cell lines. The task is: Regression. Given two drug SMILES strings and cell line genomic features, predict the synergy score measuring deviation from expected non-interaction effect. (1) Drug 1: C1=CC=C(C(=C1)C(C2=CC=C(C=C2)Cl)C(Cl)Cl)Cl. Drug 2: CC(C)CN1C=NC2=C1C3=CC=CC=C3N=C2N. Cell line: SF-295. Synergy scores: CSS=-5.17, Synergy_ZIP=0.323, Synergy_Bliss=-4.13, Synergy_Loewe=-2.91, Synergy_HSA=-6.01. (2) Cell line: SNB-75. Drug 2: CC1=CC2C(CCC3(C2CCC3(C(=O)C)OC(=O)C)C)C4(C1=CC(=O)CC4)C. Synergy scores: CSS=25.8, Synergy_ZIP=8.21, Synergy_Bliss=3.66, Synergy_Loewe=-16.7, Synergy_HSA=-0.803. Drug 1: CC12CCC3C(C1CCC2=O)CC(=C)C4=CC(=O)C=CC34C. (3) Drug 1: CC1=C2C(C(=O)C3(C(CC4C(C3C(C(C2(C)C)(CC1OC(=O)C(C(C5=CC=CC=C5)NC(=O)OC(C)(C)C)O)O)OC(=O)C6=CC=CC=C6)(CO4)OC(=O)C)OC)C)OC. Drug 2: CC1OCC2C(O1)C(C(C(O2)OC3C4COC(=O)C4C(C5=CC6=C(C=C35)OCO6)C7=CC(=C(C(=C7)OC)O)OC)O)O. Cell line: SF-268. Synergy scores: CSS=36.2, Synergy_ZIP=-5.25, Synergy_Bliss=-8.98, Synergy_Loewe=-8.33, Synergy_HSA=-3.92.